From a dataset of Orexin1 receptor HTS with 218,158 compounds and 233 confirmed actives. Binary Classification. Given a drug SMILES string, predict its activity (active/inactive) in a high-throughput screening assay against a specified biological target. (1) The molecule is S1(=O)(=O)CC(N(Cc2ccccc2)C(=O)c2ccc(F)cc2)CC1. The result is 0 (inactive). (2) The drug is S1C(C(N2C1c1c(C2=O)cccc1)C(=O)NCC(C)C)(C)C. The result is 0 (inactive).